The task is: Predict the reaction yield, written as a fraction of the theoretical maximum amount of product (1.0 means a 100% yield; for example, 0.34 means a 34% yield).. This data is from Reaction yield outcomes from USPTO patents with 853,638 reactions. (1) The reactants are [CH2:1]([O:8][C:9]1[CH:18]=[C:17]2[C:12]([C:13]([OH:19])=[CH:14][CH:15]=[N:16]2)=[CH:11][C:10]=1[O:20][CH3:21])[C:2]1[CH:7]=[CH:6][CH:5]=[CH:4][CH:3]=1.N1C(C)=CC=CC=1C.C(=O)=O.[F:33][C:34]([F:40])([F:39])[S:35](Cl)(=[O:37])=[O:36]. The catalyst is CN(C)C1C=CN=CC=1.O.C(Cl)Cl. The product is [CH2:1]([O:8][C:9]1[CH:18]=[C:17]2[C:12]([C:13]([O:19][S:35]([C:34]([F:40])([F:39])[F:33])(=[O:37])=[O:36])=[CH:14][CH:15]=[N:16]2)=[CH:11][C:10]=1[O:20][CH3:21])[C:2]1[CH:3]=[CH:4][CH:5]=[CH:6][CH:7]=1. The yield is 0.838. (2) The reactants are C[Si](C)(C)CCOC[N:7]1[C:11]2[N:12]=[CH:13][N:14]=[C:15]([C:16]3[S:20][C:19]([CH:21]([CH2:25][C:26]#[N:27])[CH2:22][C:23]#[N:24])=[N:18][CH:17]=3)[C:10]=2[CH:9]=[CH:8]1.C(O)(C(F)(F)F)=O. The catalyst is C(Cl)Cl. The product is [N:12]1[C:11]2[NH:7][CH:8]=[CH:9][C:10]=2[C:15]([C:16]2[S:20][C:19]([CH:21]([CH2:25][C:26]#[N:27])[CH2:22][C:23]#[N:24])=[N:18][CH:17]=2)=[N:14][CH:13]=1. The yield is 0.620. (3) The reactants are [Cl:1][C:2]1[C:16]([N:17]2[CH2:21][CH2:20][CH2:19][CH2:18]2)=[CH:15][C:5]2[N:6]([CH2:9][O:10][CH2:11][CH2:12][O:13][CH3:14])[CH:7]=[N:8][C:4]=2[CH:3]=1.C([N-]C(C)C)(C)C.[Li+].[Cl:30]N1C(=O)CCC1=O.[NH4+].[Cl-]. The catalyst is C1COCC1. The product is [Cl:30][C:7]1[N:6]([CH2:9][O:10][CH2:11][CH2:12][O:13][CH3:14])[C:5]2[CH:15]=[C:16]([N:17]3[CH2:21][CH2:20][CH2:19][CH2:18]3)[C:2]([Cl:1])=[CH:3][C:4]=2[N:8]=1. The yield is 0.710. (4) The catalyst is N1C=CC=CC=1.C(OCC)(=O)C.C1COCC1. The yield is 0.370. The reactants are [F:1][C:2]1[C:7]([C:8]2[C:15]([C:16]3[CH:21]=[CH:20][N:19]=[CH:18][CH:17]=3)=[C:11]3[S:12][CH2:13][CH2:14][N:10]3[N:9]=2)=[C:6]([F:22])[CH:5]=[CH:4][C:3]=1[NH2:23].[F:24][C:25]1[CH:30]=[CH:29][C:28]([F:31])=[CH:27][C:26]=1[S:32](Cl)(=[O:34])=[O:33].[OH-].[K+]. The product is [F:1][C:2]1[C:7]([C:8]2[C:15]([C:16]3[CH:21]=[CH:20][N:19]=[CH:18][CH:17]=3)=[C:11]3[S:12][CH2:13][CH2:14][N:10]3[N:9]=2)=[C:6]([F:22])[CH:5]=[CH:4][C:3]=1[NH:23][S:32]([C:26]1[CH:27]=[C:28]([F:31])[CH:29]=[CH:30][C:25]=1[F:24])(=[O:34])=[O:33]. (5) The reactants are [CH3:1][O:2][C:3]1[N:4]=[C:5]2[C:10](=[CH:11][CH:12]=1)[N:9]=[CH:8][CH:7]=[C:6]2[N:13]1[CH:21]=[C:20]2[C:15]([CH2:16][CH2:17][CH:18]([NH2:22])[CH2:19]2)=[N:14]1.[C:23]1([CH2:29][CH2:30][CH:31]=O)[CH:28]=[CH:27][CH:26]=[CH:25][CH:24]=1.[BH-](OC(C)=O)(OC(C)=O)OC(C)=O.[Na+].O. The catalyst is ClC(Cl)C.C(O)(=O)C. The product is [CH3:1][O:2][C:3]1[N:4]=[C:5]2[C:10](=[CH:11][CH:12]=1)[N:9]=[CH:8][CH:7]=[C:6]2[N:13]1[CH:21]=[C:20]2[C:15]([CH2:16][CH2:17][CH:18]([NH:22][CH2:31][CH2:30][CH2:29][C:23]3[CH:28]=[CH:27][CH:26]=[CH:25][CH:24]=3)[CH2:19]2)=[N:14]1. The yield is 0.360. (6) The reactants are [NH2:1][CH2:2][C:3]1[CH:8]=[CH:7][C:6]([CH:9]([CH3:29])[C:10]([NH:12][CH2:13][C:14]2[C:15]([N:24]3[CH2:28][CH2:27][CH2:26][CH2:25]3)=[N:16][C:17]([C:20]([F:23])([F:22])[F:21])=[CH:18][CH:19]=2)=[O:11])=[CH:5][C:4]=1[CH3:30].[CH3:31][S:32](Cl)(=[O:34])=[O:33]. The catalyst is N1C=CC=CC=1.C(OCC)(=O)C. The product is [CH3:30][C:4]1[CH:5]=[C:6]([CH:9]([CH3:29])[C:10]([NH:12][CH2:13][C:14]2[C:15]([N:24]3[CH2:25][CH2:26][CH2:27][CH2:28]3)=[N:16][C:17]([C:20]([F:23])([F:21])[F:22])=[CH:18][CH:19]=2)=[O:11])[CH:7]=[CH:8][C:3]=1[CH2:2][NH:1][S:32]([CH3:31])(=[O:34])=[O:33]. The yield is 0.460. (7) The reactants are [O:1]1[CH2:5][CH2:4][O:3][CH:2]1[C:6]1[CH:11]=[C:10]([O:12][CH3:13])[CH:9]=[CH:8][C:7]=1/[CH:14]=[CH:15]/[C:16]([N:18]1[C@H:22]([C:23]2[CH:28]=[CH:27][CH:26]=[CH:25][CH:24]=2)[CH2:21][O:20][C:19]1=[O:29])=[O:17].[CH2:30]1[CH2:34]O[CH2:32][CH2:31]1. The catalyst is CSC. The product is [O:3]1[CH2:4][CH2:5][O:1][CH:2]1[C:6]1[CH:11]=[C:10]([O:12][CH3:13])[CH:9]=[CH:8][C:7]=1[C@H:14]([C:30]1[CH:34]=[CH:9][C:8]2[C:32](=[CH:10][CH:11]=[CH:6][CH:7]=2)[CH:31]=1)[CH2:15][C:16]([N:18]1[C@H:22]([C:23]2[CH:28]=[CH:27][CH:26]=[CH:25][CH:24]=2)[CH2:21][O:20][C:19]1=[O:29])=[O:17]. The yield is 0.850. (8) The catalyst is CO.O1CCCC1.[OH-].[Na+].O. The product is [CH3:31][C:10]1([CH3:32])[CH2:9][C:8]2[C:13](=[CH:14][CH:15]=[C:6]([C:4]([OH:5])=[O:3])[CH:7]=2)[NH:12][CH:11]1[C:16]1[CH:21]=[CH:20][CH:19]=[C:18]([C:22](=[O:30])[NH:23][C:24]2[CH:25]=[CH:26][CH:27]=[CH:28][CH:29]=2)[CH:17]=1. The reactants are C([O:3][C:4]([C:6]1[CH:7]=[C:8]2[C:13](=[CH:14][CH:15]=1)[NH:12][CH:11]([C:16]1[CH:21]=[CH:20][CH:19]=[C:18]([C:22](=[O:30])[NH:23][C:24]3[CH:29]=[CH:28][CH:27]=[CH:26][CH:25]=3)[CH:17]=1)[C:10]([CH3:32])([CH3:31])[CH2:9]2)=[O:5])C.Cl. The yield is 0.460. (9) The reactants are [N+:1]([C:4]1[CH:9]=[CH:8][C:7]([OH:10])=[CH:6][CH:5]=1)([O-:3])=[O:2].C([O-])([O-])=O.[K+].[K+].Br[CH2:18][C:19]1[CH:23]=[C:22]([CH3:24])[O:21][N:20]=1. The catalyst is [I-].C([N+](CCCC)(CCCC)CCCC)CCC.CC(C)=O. The product is [CH3:24][C:22]1[O:21][N:20]=[C:19]([CH2:18][O:10][C:7]2[CH:8]=[CH:9][C:4]([N+:1]([O-:3])=[O:2])=[CH:5][CH:6]=2)[CH:23]=1. The yield is 0.970.